Dataset: Forward reaction prediction with 1.9M reactions from USPTO patents (1976-2016). Task: Predict the product of the given reaction. (1) Given the reactants [Cl:1][C:2]1[CH:3]=[C:4]([CH:15]=[CH:16][CH:17]=1)[O:5][C:6]1[CH:11]=[CH:10][C:9]([CH2:12][CH2:13][NH2:14])=[CH:8][CH:7]=1.[CH2:18]([O:25][C:26]1[CH:27]=[CH:28][C:29]([C@@H:37]([O:40][Si:41]([C:44]([CH3:47])([CH3:46])[CH3:45])([CH3:43])[CH3:42])[CH2:38]Br)=[C:30]2[C:35]=1[NH:34][C:33](=[O:36])[CH:32]=[CH:31]2)[C:19]1[CH:24]=[CH:23][CH:22]=[CH:21][CH:20]=1.[I-].[Na+].C(=O)([O-])[O-].[K+].[K+], predict the reaction product. The product is: [CH2:18]([O:25][C:26]1[CH:27]=[CH:28][C:29]([C@@H:37]([O:40][Si:41]([C:44]([CH3:45])([CH3:47])[CH3:46])([CH3:43])[CH3:42])[CH2:38][NH:14][CH2:13][CH2:12][C:9]2[CH:10]=[CH:11][C:6]([O:5][C:4]3[CH:15]=[CH:16][CH:17]=[C:2]([Cl:1])[CH:3]=3)=[CH:7][CH:8]=2)=[C:30]2[C:35]=1[NH:34][C:33](=[O:36])[CH:32]=[CH:31]2)[C:19]1[CH:20]=[CH:21][CH:22]=[CH:23][CH:24]=1. (2) Given the reactants [OH:1][C:2]1[CH:3]=[C:4]2[C:9](=[CH:10][CH:11]=1)[C:8]([C:12]([OH:14])=[O:13])=[CH:7][CH:6]=[CH:5]2.Cl[C:16]1[CH:21]=[CH:20][N:19]=[C:18]([C:22]([NH2:24])=[O:23])[CH:17]=1, predict the reaction product. The product is: [C:22]([C:18]1[CH:17]=[C:16]([O:1][C:2]2[CH:3]=[C:4]3[C:9](=[CH:10][CH:11]=2)[C:8]([C:12]([OH:14])=[O:13])=[CH:7][CH:6]=[CH:5]3)[CH:21]=[CH:20][N:19]=1)(=[O:23])[NH2:24]. (3) Given the reactants [CH2:1]([O:3][C:4]1[CH:9]=[CH:8][C:7]([CH3:10])=[CH:6][C:5]=1C(=O)C)[CH3:2].ClC1C=CC=C(C(OO)=[O:22])C=1, predict the reaction product. The product is: [CH2:1]([O:3][C:4]1[CH:9]=[CH:8][C:7]([CH3:10])=[CH:6][C:5]=1[OH:22])[CH3:2].